This data is from Forward reaction prediction with 1.9M reactions from USPTO patents (1976-2016). The task is: Predict the product of the given reaction. (1) Given the reactants Cl.Cl.[NH2:3][CH:4]([C:16]1[CH:21]=[CH:20][CH:19]=[CH:18][CH:17]=1)[C:5]([O:7][C@@H:8]1[CH:13]2[CH2:14][CH2:15][N:10]([CH2:11][CH2:12]2)[CH2:9]1)=[O:6].C(N(CC)CC)C.[C:29]1([CH2:35][S:36](Cl)(=[O:38])=[O:37])[CH:34]=[CH:33][CH:32]=[CH:31][CH:30]=1, predict the reaction product. The product is: [C:16]1([CH:4]([NH:3][S:36]([CH2:35][C:29]2[CH:34]=[CH:33][CH:32]=[CH:31][CH:30]=2)(=[O:38])=[O:37])[C:5]([O:7][C@@H:8]2[CH:13]3[CH2:12][CH2:11][N:10]([CH2:15][CH2:14]3)[CH2:9]2)=[O:6])[CH:21]=[CH:20][CH:19]=[CH:18][CH:17]=1. (2) Given the reactants [C:1]([O:5][C:6]([N:8]1[CH2:13][CH2:12][CH2:11][CH2:10][CH:9]1[CH2:14][O:15][CH2:16][C:17](=[O:48])N(C)[C@@H](C(=O)N(C)[C@@H](C(=O)NC)CC1C=CC=CC=1)CC1C=CC2C(=CC=CC=2)C=1)=[O:7])([CH3:4])([CH3:3])[CH3:2].FC(F)(F)C(O)=[O:52].C(=O)(O)[O-].[Na+], predict the reaction product. The product is: [C:1]([O:5][C:6]([N:8]1[CH2:13][CH2:12][CH2:11][CH2:10][CH:9]1[CH2:14][O:15][CH2:16][C:17]([OH:48])=[O:52])=[O:7])([CH3:2])([CH3:3])[CH3:4]. (3) The product is: [CH2:1]([O:8][C:9]([N:11]1[CH2:12][CH2:13][CH:14]2[C:15]([CH2:17][CH2:18][N:19]=[N+:20]=[N-:21])([O:30]2)[CH2:16]1)=[O:10])[C:2]1[CH:3]=[CH:4][CH:5]=[CH:6][CH:7]=1. Given the reactants [CH2:1]([O:8][C:9]([N:11]1[CH2:16][C:15]([CH2:17][CH2:18][N:19]=[N+:20]=[N-:21])=[CH:14][CH2:13][CH2:12]1)=[O:10])[C:2]1[CH:7]=[CH:6][CH:5]=[CH:4][CH:3]=1.C1C=C(Cl)C=C(C(OO)=[O:30])C=1.S([O-])([O-])(=O)=S.[Na+].[Na+], predict the reaction product. (4) Given the reactants Br[C:2]1[CH:7]=[CH:6][C:5]([O:8][CH3:9])=[C:4]([O:10][CH2:11][O:12][CH3:13])[CH:3]=1.C([Li])CCC.[CH2:19]([Sn:23](Cl)([CH2:28][CH2:29][CH2:30][CH3:31])[CH2:24][CH2:25][CH2:26][CH3:27])[CH2:20][CH2:21][CH3:22], predict the reaction product. The product is: [CH2:28]([Sn:23]([CH2:19][CH2:20][CH2:21][CH3:22])([CH2:24][CH2:25][CH2:26][CH3:27])[C:2]1[CH:7]=[CH:6][C:5]([O:8][CH3:9])=[C:4]([O:10][CH2:11][O:12][CH3:13])[CH:3]=1)[CH2:29][CH2:30][CH3:31]. (5) Given the reactants [CH2:1](I)[CH3:2].[C:4]([O:8][C@@H:9]([C:13]1[C:22]([CH3:23])=[CH:21][C:20]2[C:15](=[CH:16][CH:17]=[CH:18][CH:19]=2)[C:14]=1[Cl:24])[C:10]([OH:12])=[O:11])([CH3:7])([CH3:6])[CH3:5].C([O-])([O-])=O.[Cs+].[Cs+].C(OCC)(=O)C, predict the reaction product. The product is: [C:4]([O:8][C@@H:9]([C:13]1[C:22]([CH3:23])=[CH:21][C:20]2[C:15](=[CH:16][CH:17]=[CH:18][CH:19]=2)[C:14]=1[Cl:24])[C:10]([O:12][CH2:1][CH3:2])=[O:11])([CH3:7])([CH3:6])[CH3:5]. (6) The product is: [C:21]1([CH2:20][N:17]2[CH2:18][CH2:19][N:14]3[N:13]=[C:12]([CH2:10][OH:9])[CH:28]=[C:15]3[CH2:16]2)[CH:22]=[CH:23][CH:24]=[CH:25][CH:26]=1. Given the reactants [H-].[Al+3].[Li+].[H-].[H-].[H-].C([O:9][C:10]([C:12]1[CH:28]=[C:15]2[C:16](=O)[N:17]([CH2:20][C:21]3[CH:26]=[CH:25][CH:24]=[CH:23][CH:22]=3)[CH2:18][CH2:19][N:14]2[N:13]=1)=O)C, predict the reaction product.